Dataset: Catalyst prediction with 721,799 reactions and 888 catalyst types from USPTO. Task: Predict which catalyst facilitates the given reaction. (1) The catalyst class is: 388. Reactant: [Si:1]([O:8][CH:9]1[C:13]2=[CH:14][C:15]3[CH:16]=[C:17]([C:21](=O)[CH2:22][CH2:23][CH3:24])[CH:18]=[CH:19][C:20]=3[N:12]2[CH2:11][CH2:10]1)([C:4]([CH3:7])([CH3:6])[CH3:5])([CH3:3])[CH3:2].[C:26]([NH2:30])([CH3:29])([CH3:28])[CH3:27]. Product: [Si:1]([O:8][CH:9]1[C:13]2=[CH:14][C:15]3[CH:16]=[C:17]([C:21](=[N:30][C:26]([CH3:29])([CH3:28])[CH3:27])[CH2:22][CH2:23][CH3:24])[CH:18]=[CH:19][C:20]=3[N:12]2[CH2:11][CH2:10]1)([C:4]([CH3:7])([CH3:6])[CH3:5])([CH3:3])[CH3:2]. (2) Reactant: [CH3:1][O:2][C:3]([C:5]1[CH:10]=[CH:9][C:8]([CH2:11][NH:12][CH2:13][CH:14]2[CH2:19][CH2:18][CH2:17][CH2:16][N:15]2[C:20]([O:22][C:23]([CH3:26])([CH3:25])[CH3:24])=[O:21])=[CH:7][CH:6]=1)=[O:4].[C:27](O)(=O)C.C=O.C(O[BH-](OC(=O)C)OC(=O)C)(=O)C.[Na+]. Product: [CH3:1][O:2][C:3]([C:5]1[CH:10]=[CH:9][C:8]([CH2:11][N:12]([CH2:13][CH:14]2[CH2:19][CH2:18][CH2:17][CH2:16][N:15]2[C:20]([O:22][C:23]([CH3:26])([CH3:25])[CH3:24])=[O:21])[CH3:27])=[CH:7][CH:6]=1)=[O:4]. The catalyst class is: 701. (3) Reactant: [OH-].[Na+].[NH2:3][CH:4]([CH2:8][O:9][C:10]([CH3:13])([CH3:12])[CH3:11])[C:5]([OH:7])=[O:6].[C:14](#[N:17])[CH:15]=[CH2:16].C(O)(=O)CC(CC(O)=O)(C(O)=O)O. Product: [C:10]([O:9][CH2:8][CH:4]([NH:3][CH2:16][CH2:15][C:14]#[N:17])[C:5]([OH:7])=[O:6])([CH3:13])([CH3:12])[CH3:11]. The catalyst class is: 6. (4) Reactant: [N+:1]([C:4]1[C:5]([NH2:11])=[C:6]([NH2:10])[CH:7]=[CH:8][CH:9]=1)([O-:3])=[O:2].[C:12]([N:20]=[C:21]=S)(=[O:19])[C:13]1[CH:18]=[CH:17][CH:16]=[CH:15][CH:14]=1. Product: [N+:1]([C:4]1[C:5]2[N:11]=[C:21]([NH:20][C:12](=[O:19])[C:13]3[CH:18]=[CH:17][CH:16]=[CH:15][CH:14]=3)[NH:10][C:6]=2[CH:7]=[CH:8][CH:9]=1)([O-:3])=[O:2]. The catalyst class is: 1.